This data is from Full USPTO retrosynthesis dataset with 1.9M reactions from patents (1976-2016). The task is: Predict the reactants needed to synthesize the given product. (1) Given the product [F:23][C:3]1[CH:4]=[C:5]([NH:8][C:9](=[O:22])[NH:10][C:11]2[CH:21]=[CH:20][C:14]([C:15]([N:17]([CH3:19])[CH3:18])=[O:16])=[CH:13][CH:12]=2)[CH:6]=[CH:7][C:2]=1[B:24]1[O:28][C:27]([CH3:30])([CH3:29])[C:26]([CH3:32])([CH3:31])[O:25]1, predict the reactants needed to synthesize it. The reactants are: Br[C:2]1[CH:7]=[CH:6][C:5]([NH:8][C:9](=[O:22])[NH:10][C:11]2[CH:21]=[CH:20][C:14]([C:15]([N:17]([CH3:19])[CH3:18])=[O:16])=[CH:13][CH:12]=2)=[CH:4][C:3]=1[F:23].[B:24]1([B:24]2[O:28][C:27]([CH3:30])([CH3:29])[C:26]([CH3:32])([CH3:31])[O:25]2)[O:28][C:27]([CH3:30])([CH3:29])[C:26]([CH3:32])([CH3:31])[O:25]1.CC([O-])=O.[K+].C(Cl)Cl. (2) Given the product [N:16]1[NH:17][N:18]=[N:19][C:20]=1[C:21]1[CH:28]=[CH:27][C:24]([CH:25]2[C:8]([C:9]3[CH:14]=[CH:13][CH:12]=[CH:11][CH:10]=3)=[C:7]([C:1]3[CH:6]=[CH:5][CH:4]=[CH:3][CH:2]=3)[NH:32][C:30](=[O:31])[NH:29]2)=[CH:23][CH:22]=1, predict the reactants needed to synthesize it. The reactants are: [C:1]1([C:7](=O)[CH2:8][C:9]2[CH:14]=[CH:13][CH:12]=[CH:11][CH:10]=2)[CH:6]=[CH:5][CH:4]=[CH:3][CH:2]=1.[N:16]1[NH:17][N:18]=[N:19][C:20]=1[C:21]1[CH:28]=[CH:27][C:24]([CH:25]=O)=[CH:23][CH:22]=1.[NH2:29][C:30]([NH2:32])=[O:31].Cl. (3) Given the product [Cl:27][CH2:12][CH2:13][C@H:14]([NH:16][S:17]([CH2:20][C:21]1[CH:26]=[CH:25][CH:24]=[CH:23][CH:22]=1)(=[O:19])=[O:18])[CH3:15], predict the reactants needed to synthesize it. The reactants are: C1(CS(O[CH2:12][CH2:13][C@H:14]([NH:16][S:17]([CH2:20][C:21]2[CH:26]=[CH:25][CH:24]=[CH:23][CH:22]=2)(=[O:19])=[O:18])[CH3:15])(=O)=O)C=CC=CC=1.[Cl-:27].[Na+].CN(C)C=O. (4) The reactants are: Br[C:2]1[CH:11]=[C:10]2[C:5]([C:6]([CH3:14])([CH3:13])[CH2:7][C:8](=[O:12])[NH:9]2)=[CH:4][CH:3]=1.[CH3:15][C:16]1([CH3:32])[C:20]([CH3:22])([CH3:21])[O:19][B:18]([B:18]2[O:19][C:20]([CH3:22])([CH3:21])[C:16]([CH3:32])([CH3:15])[O:17]2)[O:17]1.C([O-])(=O)C.[K+]. Given the product [CH3:13][C:6]1([CH3:14])[C:5]2[C:10](=[CH:11][C:2]([B:18]3[O:19][C:20]([CH3:22])([CH3:21])[C:16]([CH3:32])([CH3:15])[O:17]3)=[CH:3][CH:4]=2)[NH:9][C:8](=[O:12])[CH2:7]1, predict the reactants needed to synthesize it. (5) Given the product [CH3:15][O:13][C:12](=[O:14])[CH2:11][O:10][CH2:9][CH2:8][C:4]1[CH:5]=[CH:6][CH:7]=[C:2]([F:1])[CH:3]=1, predict the reactants needed to synthesize it. The reactants are: [F:1][C:2]1[CH:3]=[C:4]([CH2:8][CH2:9][O:10][CH2:11][C:12]([OH:14])=[O:13])[CH:5]=[CH:6][CH:7]=1.[CH3:15]CN=C=NCCCN(C)C.Cl.C1C=CC2N(O)N=NC=2C=1.CCN(C(C)C)C(C)C. (6) Given the product [Cl:1][C:2]1[C:7]([Cl:10])=[CH:6][N:5]=[C:4]([O:8][CH3:9])[CH:3]=1, predict the reactants needed to synthesize it. The reactants are: [Cl:1][C:2]1[CH:7]=[CH:6][N:5]=[C:4]([O:8][CH3:9])[CH:3]=1.[Cl:10]N1C(=O)CCC1=O.O. (7) Given the product [OH:13][CH2:12][C:9]1[N:8]=[CH:7][C:6]([O:5][CH2:4][C:3]([NH2:34])=[O:2])=[CH:11][CH:10]=1, predict the reactants needed to synthesize it. The reactants are: C[O:2][C:3](=O)[CH2:4][O:5][C:6]1[CH:7]=[N:8][C:9]([CH2:12][OH:13])=[CH:10][CH:11]=1.COC(=O)CCl.FC(F)(F)C(OC(=O)C(F)(F)F)=O.[NH3:34]. (8) Given the product [Si:1]([O:8][C:9]1([CH2:12][O:13][C:20]2[CH:19]=[CH:18][C:17]([N:22]3[C:26]([CH3:27])([CH3:28])[C:25](=[O:29])[N:24]([C:30]4[CH:37]=[CH:36][C:33]([C:34]#[N:35])=[C:32]([C:38]([F:40])([F:39])[F:41])[CH:31]=4)[C:23]3=[S:42])=[CH:16][C:15]=2[F:14])[CH2:10][CH2:11]1)([C:4]([CH3:7])([CH3:6])[CH3:5])([CH3:3])[CH3:2], predict the reactants needed to synthesize it. The reactants are: [Si:1]([O:8][C:9]1([CH2:12][OH:13])[CH2:11][CH2:10]1)([C:4]([CH3:7])([CH3:6])[CH3:5])([CH3:3])[CH3:2].[F:14][C:15]1[CH:16]=[C:17]([N:22]2[C:26]([CH3:28])([CH3:27])[C:25](=[O:29])[N:24]([C:30]3[CH:37]=[CH:36][C:33]([C:34]#[N:35])=[C:32]([C:38]([F:41])([F:40])[F:39])[CH:31]=3)[C:23]2=[S:42])[CH:18]=[CH:19][C:20]=1O.N(C(N1CCCCC1)=O)=NC(N1CCCCC1)=O.C(P(CCCC)CCCC)CCC. (9) The reactants are: I[C:2]1[CH:11]=[CH:10][CH:9]=[C:8]2[C:3]=1[CH:4]=[CH:5][C:6](Cl)=[N:7]2.[NH2:13][C@H:14]1[C:22]2[C:17](=[CH:18][CH:19]=[CH:20][CH:21]=2)[CH2:16][CH2:15]1.[NH:23]1[CH2:28][CH2:27][O:26][CH2:25][CH2:24]1. Given the product [C@H:14]1([NH:13][C:6]2[CH:5]=[CH:4][C:3]3[C:8](=[CH:9][CH:10]=[CH:11][C:2]=3[N:23]3[CH2:28][CH2:27][O:26][CH2:25][CH2:24]3)[N:7]=2)[C:22]2[C:17](=[CH:18][CH:19]=[CH:20][CH:21]=2)[CH2:16][CH2:15]1, predict the reactants needed to synthesize it.